This data is from Orexin1 receptor HTS with 218,158 compounds and 233 confirmed actives. The task is: Binary Classification. Given a drug SMILES string, predict its activity (active/inactive) in a high-throughput screening assay against a specified biological target. (1) The molecule is Clc1ccc(C2C(=C(NC(SCC)=C2C#N)C)C(OCC=C)=O)cc1. The result is 0 (inactive). (2) The drug is Fc1cc(C(=O)NN2CCOCC2)ccc1. The result is 0 (inactive). (3) The molecule is Clc1c(C(=O)NCCOc2c(C(C)C)ccc(c2)C)cc(SC)cc1. The result is 0 (inactive). (4) The result is 0 (inactive). The molecule is s1c(C(=O)Nc2ccc(NC(=O)c3cc4c(cc3OC)cccc4)cc2)ccc1. (5) The molecule is S(=O)(=O)(Nc1c(CC)cccc1C)c1c(nc2sccn2c1=O)C. The result is 0 (inactive).